Dataset: TCR-epitope binding with 47,182 pairs between 192 epitopes and 23,139 TCRs. Task: Binary Classification. Given a T-cell receptor sequence (or CDR3 region) and an epitope sequence, predict whether binding occurs between them. (1) The epitope is KAYNVTQAF. The TCR CDR3 sequence is CASSLGGAINEQFF. Result: 1 (the TCR binds to the epitope). (2) The epitope is RLRAEAQVK. The TCR CDR3 sequence is CASTPGGGSGYTF. Result: 0 (the TCR does not bind to the epitope). (3) The TCR CDR3 sequence is CASSYSNFYGYTF. Result: 0 (the TCR does not bind to the epitope). The epitope is ALSKGVHFV. (4) The epitope is RAKFKQLL. The TCR CDR3 sequence is CASSPLAGIYNEQFF. Result: 1 (the TCR binds to the epitope). (5) The epitope is QYDPVAALF. The TCR CDR3 sequence is CASSPDRGRGYTF. Result: 1 (the TCR binds to the epitope). (6) The epitope is YLKLTDNVYIK. The TCR CDR3 sequence is CASSLLAVEETQYF. Result: 1 (the TCR binds to the epitope). (7) The epitope is KLSYGIATV. The TCR CDR3 sequence is CSALTIYEQYF. Result: 0 (the TCR does not bind to the epitope). (8) The epitope is VSFIEFVGW. The TCR CDR3 sequence is CASSPLGGTEAFF. Result: 0 (the TCR does not bind to the epitope). (9) The epitope is TPGPGVRYPL. The TCR CDR3 sequence is CASSFLAGFTDTQYF. Result: 0 (the TCR does not bind to the epitope).